This data is from Reaction yield outcomes from USPTO patents with 853,638 reactions. The task is: Predict the reaction yield, written as a fraction of the theoretical maximum amount of product (1.0 means a 100% yield; for example, 0.34 means a 34% yield). (1) No catalyst specified. The reactants are [CH2:1]([O:8][C:9]([CH2:11][CH2:12][CH2:13]OC1C=CC(B(O)O)=CC=1)=[O:10])[C:2]1[CH:7]=[CH:6][CH:5]=[CH:4][CH:3]=1.[B:24]([C:27]1[CH:32]=[CH:31]C(CCC(O)=O)=[CH:29][CH:28]=1)([OH:26])[OH:25].C(Br)C1C=CC=CC=1. The product is [CH2:1]([O:8][C:9](=[O:10])[CH2:11][CH2:12][C:13]1[CH:31]=[CH:32][C:27]([B:24]([OH:26])[OH:25])=[CH:28][CH:29]=1)[C:2]1[CH:3]=[CH:4][CH:5]=[CH:6][CH:7]=1. The yield is 0.620. (2) The reactants are [Br:1][C:2]1[CH:7]=[CH:6][C:5]([OH:8])=[C:4]([O:9][CH3:10])[CH:3]=1.[CH3:11][C:12]1([CH3:15])[CH2:14][O:13]1.C(=O)([O-])[O-].[K+].[K+].P([O-])([O-])([O-])=O.[Na+].[Na+].[Na+]. The catalyst is C(#N)C.CCOCC.CCOC(C)=O.O. The product is [Br:1][C:2]1[CH:7]=[CH:6][C:5]([O:8][CH2:11][C:12]([CH3:15])([OH:13])[CH3:14])=[C:4]([O:9][CH3:10])[CH:3]=1. The yield is 0.920. (3) The catalyst is Cl.[Zn]. The yield is 0.540. The product is [CH2:8]([C:7]1[CH:6]=[CH:5][C:4]([C:11]2[CH:12]=[CH:13][CH:14]=[CH:15][CH:16]=2)=[CH:3][C:2]=1[OH:1])[CH3:9]. The reactants are [OH:1][C:2]1[CH:3]=[C:4]([C:11]2[CH:16]=[CH:15][CH:14]=[CH:13][CH:12]=2)[CH:5]=[CH:6][C:7]=1[C:8](=O)[CH3:9]. (4) The reactants are [Cl:1][C:2]1[CH:3]=[C:4]([N+:16]([O-])=O)[CH:5]=[CH:6][C:7]=1[O:8][CH2:9][C:10]1[CH:15]=[N:14][CH:13]=[CH:12][N:11]=1. The catalyst is C(OCC)(=O)C.[Pt]. The product is [Cl:1][C:2]1[CH:3]=[C:4]([CH:5]=[CH:6][C:7]=1[O:8][CH2:9][C:10]1[CH:15]=[N:14][CH:13]=[CH:12][N:11]=1)[NH2:16]. The yield is 0.940. (5) The reactants are [CH2:1]([C:5]1[N:6]=[C:7]([CH3:27])[NH:8][C:9](=[O:26])[C:10]=1[CH2:11][C:12]1[CH:17]=[CH:16][C:15]([C:18]2[C:19]([C:24]#[N:25])=[CH:20][CH:21]=[CH:22][CH:23]=2)=[CH:14][CH:13]=1)[CH2:2][CH2:3][CH3:4].N(C(N1CCCCC1)=O)=NC(N1CCCCC1)=O.C(P(CCCC)CCCC)CCC.[N:59]1([CH2:65][CH2:66]O)[CH2:64][CH2:63][O:62][CH2:61][CH2:60]1. The catalyst is C(OCC)(=O)C.O1CCCC1. The product is [CH2:1]([C:5]1[N:6]=[C:7]([CH3:27])[N:8]([CH2:66][CH2:65][N:59]2[CH2:64][CH2:63][O:62][CH2:61][CH2:60]2)[C:9](=[O:26])[C:10]=1[CH2:11][C:12]1[CH:17]=[CH:16][C:15]([C:18]2[C:19]([C:24]#[N:25])=[CH:20][CH:21]=[CH:22][CH:23]=2)=[CH:14][CH:13]=1)[CH2:2][CH2:3][CH3:4]. The yield is 1.00. (6) The reactants are [CH3:1][CH:2]1[O:6][C@@H:5]([CH2:7][OH:8])[CH2:4][CH2:3]1.C(OC1C(OC(=O)C)=C(I)C=CC=1)(=[O:11])C.CC1(C)N([O])C(C)(C)CCC1. The catalyst is C(#N)C.O. The product is [CH3:1][CH:2]1[O:6][C@@H:5]([C:7]([OH:11])=[O:8])[CH2:4][CH2:3]1. The yield is 0.260. (7) The reactants are [F:1][C:2]1[CH:7]=[CH:6][C:5]([C:8]2[CH:13]=[CH:12][CH:11]=[C:10]([F:14])[CH:9]=2)=[CH:4][C:3]=1[CH2:15][NH:16][C:17]1[C:18]([CH3:29])=[C:19]([CH:25]=[CH:26][C:27]=1[CH3:28])[O:20][CH2:21][C:22]([OH:24])=[O:23].O=S(Cl)Cl.[CH3:34][CH:35](O)[CH3:36]. No catalyst specified. The product is [F:1][C:2]1[CH:7]=[CH:6][C:5]([C:8]2[CH:13]=[CH:12][CH:11]=[C:10]([F:14])[CH:9]=2)=[CH:4][C:3]=1[CH2:15][NH:16][C:17]1[C:18]([CH3:29])=[C:19]([CH:25]=[CH:26][C:27]=1[CH3:28])[O:20][CH2:21][C:22]([O:24][CH:35]([CH3:36])[CH3:34])=[O:23]. The yield is 0.900.